This data is from Full USPTO retrosynthesis dataset with 1.9M reactions from patents (1976-2016). The task is: Predict the reactants needed to synthesize the given product. (1) Given the product [CH2:1]([NH:17][S:22]([NH:21][CH2:18][CH2:19][CH3:20])(=[O:24])=[O:23])[CH2:2][CH2:3][CH2:4][CH2:5][CH2:6][CH2:7][CH2:8][CH2:9][CH2:10][CH2:11][CH2:12][CH2:13][CH2:14][CH2:15][CH3:16], predict the reactants needed to synthesize it. The reactants are: [CH2:1]([NH2:17])[CH2:2][CH2:3][CH2:4][CH2:5][CH2:6][CH2:7][CH2:8][CH2:9][CH2:10][CH2:11][CH2:12][CH2:13][CH2:14][CH2:15][CH3:16].[CH2:18]([NH:21][S:22](Cl)(=[O:24])=[O:23])[CH2:19][CH3:20]. (2) Given the product [N+:1]([C:4]1[CH:5]=[C:6]([CH:10]=[C:11]2[CH2:16][CH2:15][CH:14]([NH:17][C:26]([C:27]3[CH:28]=[N:29][CH:30]=[CH:31][CH:32]=3)=[O:33])[CH2:13][CH2:12]2)[CH:7]=[CH:8][CH:9]=1)([O-:3])=[O:2], predict the reactants needed to synthesize it. The reactants are: [N+:1]([C:4]1[CH:5]=[C:6]([CH:10]=[C:11]2[CH2:16][CH2:15][CH:14]([NH2:17])[CH2:13][CH2:12]2)[CH:7]=[CH:8][CH:9]=1)([O-:3])=[O:2].C(N(CC)CC)C.Cl.[C:26](Cl)(=[O:33])[C:27]1[CH:32]=[CH:31][CH:30]=[N:29][CH:28]=1. (3) Given the product [O:1]1[CH:6]=[CH:5][CH2:4][CH2:3][CH:2]1[CH:7]=[O:8].[CH:14]([CH:13]=[CH2:12])=[O:15], predict the reactants needed to synthesize it. The reactants are: [O:1]1[CH2:6][CH2:5][CH2:4][CH2:3][CH:2]1[CH2:7][OH:8].[CH2:14]([OH:15])[CH:13](O)[CH2:12][CH2:12][CH2:13][CH2:14][OH:15].C(O)CCCCC. (4) Given the product [C:18]1([CH2:17][NH:6][C@@H:5]([C:4]([OH:3])=[O:9])[CH2:7][OH:8])[CH:23]=[CH:22][CH:21]=[CH:20][CH:19]=1, predict the reactants needed to synthesize it. The reactants are: Cl.C[O:3][C:4](=[O:9])[C@@H:5]([CH2:7][OH:8])[NH2:6].C(N(CC)CC)C.[CH:17](=O)[C:18]1[CH:23]=[CH:22][CH:21]=[CH:20][CH:19]=1.[BH4-].[Na+].[OH-].[Na+].Cl. (5) Given the product [C:5]([O:13][CH2:14][CH2:15][S:1][CH2:2][CH2:3][OH:4])(=[O:12])[C:6]1[CH:11]=[CH:10][CH:9]=[CH:8][CH:7]=1, predict the reactants needed to synthesize it. The reactants are: [SH:1][CH2:2][CH2:3][OH:4].[C:5]([O:13][CH2:14][CH2:15]I)(=[O:12])[C:6]1[CH:11]=[CH:10][CH:9]=[CH:8][CH:7]=1.C(N(C(C)C)C(C)C)C.O.